This data is from Full USPTO retrosynthesis dataset with 1.9M reactions from patents (1976-2016). The task is: Predict the reactants needed to synthesize the given product. Given the product [CH2:32]([NH:31][C:29]([C:25]1[S:24][C:23]([N:20]2[CH:19]=[C:18]([CH2:17][CH2:16][CH2:15][C:9]3[CH:14]=[CH:13][CH:12]=[CH:11][CH:10]=3)[N:22]=[N:21]2)=[N:27][C:26]=1[CH3:28])=[O:30])[C:33]1[CH:34]=[CH:35][CH:36]=[CH:37][CH:38]=1, predict the reactants needed to synthesize it. The reactants are: C1(C#C)C=CC=CC=1.[C:9]1([CH2:15][CH2:16][CH2:17][C:18]#[CH:19])[CH:14]=[CH:13][CH:12]=[CH:11][CH:10]=1.[N:20]([C:23]1[S:24][C:25]([C:29]([NH:31][CH2:32][C:33]2[CH:38]=[CH:37][CH:36]=[CH:35][CH:34]=2)=[O:30])=[C:26]([CH3:28])[N:27]=1)=[N+:21]=[N-:22].